The task is: Predict which catalyst facilitates the given reaction.. This data is from Catalyst prediction with 721,799 reactions and 888 catalyst types from USPTO. Reactant: [Br:1][C:2]1[CH:3]=[C:4]([CH2:16][C@H:17]([NH:21][S:22]([C:25]2[CH:30]=[CH:29][CH:28]=[CH:27][CH:26]=2)(=[O:24])=[O:23])[C:18](O)=[O:19])[CH:5]=[CH:6][C:7]=1[CH:8]1[S:12](=[O:14])(=[O:13])[NH:11][C:10](=[O:15])[CH2:9]1.C(N(CC)C(C)C)(C)C.[C:40]1([NH2:47])[C:41]([NH2:46])=[CH:42][CH:43]=[CH:44][CH:45]=1. Product: [NH2:46][C:41]1[CH:42]=[CH:43][CH:44]=[CH:45][C:40]=1[NH:47][C:18](=[O:19])[CH:17]([NH:21][S:22]([C:25]1[CH:30]=[CH:29][CH:28]=[CH:27][CH:26]=1)(=[O:23])=[O:24])[CH2:16][C:4]1[CH:5]=[CH:6][C:7]([CH:8]2[S:12](=[O:13])(=[O:14])[NH:11][C:10](=[O:15])[CH2:9]2)=[C:2]([Br:1])[CH:3]=1. The catalyst class is: 3.